From a dataset of Experimentally validated miRNA-target interactions with 360,000+ pairs, plus equal number of negative samples. Binary Classification. Given a miRNA mature sequence and a target amino acid sequence, predict their likelihood of interaction. (1) The miRNA is mmu-miR-292a-3p with sequence AAAGUGCCGCCAGGUUUUGAGUGU. The protein sequence of the target gene is MAKLLSCVLGPRLYKIYRERDTDRAASSVPETPTAVPAASSSSWDTYYQPRALEKHADSILALASVFWSISYYSSPFAFFYLYRKGYLSLSKVVPFSHYAGTLLLLLAGVACLRGIGRWTNPQYRQFITILEATHRNQSAENKRQLANYNFDFRSWPVDFHWEEPSSRKGSRGGPSRRGVALLRPEPLHRGTADTFLNRVKKLPCQITSYLVAHTLGRRMLYPGSVYLLQKALMPVLLQGQARLVEECNGRRAKLLACDGNEIDTMFVDRRGTAEPQGQKLVICCEGNAGFYEVGCVSTP.... Result: 0 (no interaction). (2) The miRNA is hsa-miR-3125 with sequence UAGAGGAAGCUGUGGAGAGA. The protein sequence of the target gene is MNESPQTNEFKGTTEEAPAKESPHTSEFKGAALVSPISKSMLERLSKFEVEDAENVASYDSKIKKIVHSIVSSFAFGIFGVFLVLLDVTLLLADLIFTDSKLYIPLEYRSISLAIGLFFLMDVLLRVFVEGRQQYFSDLFNILDTAIIVIPLLVDVIYIFFDIKLLRNIPRWTHLVRLLRLIILIRIFHLLHQKRQLEKLMRRLVSENKRRYTRDGFDLDLTYVTERIIAMSFPSSGRQSFYRNPIEEVVRFLDKKHRNHYRVYNLCSERAYDPKHFHNRVSRIMIDDHNVPTLHEMVVF.... Result: 0 (no interaction). (3) The miRNA is ath-miR859 with sequence UCUCUCUGUUGUGAAGUCAAA. The protein sequence of the target gene is MAMSDLPNDLVEEIISRVPVKSIRAVSSTCKNWNTLSNDHSFTRKLFGKTITTKENECLVVMMMDSKVYLMSVNLHRIHKENDDNNIKSSIMHKAKLISLNDDDILNNTYIIFHCNGLLLLLGFTDDGIKLVVTNPHLGQTRWIKPRKANYQFCDKYAIGYEKKKNNSLRTNKMLLFHKESFCFRIYWFEIYNFNSASWNVFYFTRDWELPYSQGVSLKGNTYWFAREINIRGERIDDPPDFLICFDFTTERFGPRLHLPFHSHSDDTVILSSVREEQLAVLIKRFDLWRMEIWVTTKIE.... Result: 1 (interaction). (4) The miRNA is hsa-miR-552-3p with sequence AACAGGUGACUGGUUAGACAA. The protein sequence of the target gene is MHPDLSPHLHTEECNVLINLLKECHKNHNILKFFGYCNDVDRELRKCLKNEYVENRTKSREHGIAMRKKLFNPPEESEK. Result: 0 (no interaction).